From a dataset of Peptide-MHC class II binding affinity with 134,281 pairs from IEDB. Regression. Given a peptide amino acid sequence and an MHC pseudo amino acid sequence, predict their binding affinity value. This is MHC class II binding data. (1) The peptide sequence is PEVKYTVFETALKKAITAMS. The MHC is DRB1_0404 with pseudo-sequence DRB1_0404. The binding affinity (normalized) is 0.654. (2) The peptide sequence is LSPLSNMVSMANNHM. The MHC is HLA-DQA10501-DQB10201 with pseudo-sequence HLA-DQA10501-DQB10201. The binding affinity (normalized) is 0.235. (3) The peptide sequence is QPYPQPQPFPSQQPYLQLQP. The MHC is DRB1_0701 with pseudo-sequence DRB1_0701. The binding affinity (normalized) is 0. (4) The peptide sequence is EKWYFAATQFEPLAA. The MHC is HLA-DQA10101-DQB10501 with pseudo-sequence HLA-DQA10101-DQB10501. The binding affinity (normalized) is 0.531. (5) The peptide sequence is SMSYSWTGALVTPCAAEEQK. The MHC is DRB1_0301 with pseudo-sequence DRB1_0301. The binding affinity (normalized) is 0. (6) The peptide sequence is AMTKGEGGVWTF. The MHC is DRB1_1101 with pseudo-sequence DRB1_1101. The binding affinity (normalized) is 0. (7) The peptide sequence is YRKFLANVSTVLTGK. The MHC is DRB1_1101 with pseudo-sequence DRB1_1101. The binding affinity (normalized) is 0.703. (8) The peptide sequence is YATFFIKANSKFIGITE. The MHC is DRB1_0405 with pseudo-sequence DRB1_0405. The binding affinity (normalized) is 0.457. (9) The peptide sequence is APAAPANPGLII. The MHC is DRB1_0701 with pseudo-sequence DRB1_0701. The binding affinity (normalized) is 0.0897. (10) The peptide sequence is GAMVATNFFGINTIP. The MHC is DRB1_1001 with pseudo-sequence DRB1_1001. The binding affinity (normalized) is 0.332.